Task: Predict the reactants needed to synthesize the given product.. Dataset: Full USPTO retrosynthesis dataset with 1.9M reactions from patents (1976-2016) (1) Given the product [OH:9][C@@H:8]([CH3:10])[C@@H:7]([NH:6][C:15]([O:17][CH2:18][CH2:19][CH2:20][CH2:21][CH2:22][CH2:23][CH2:24][CH3:25])=[O:16])[C:11]([OH:13])=[O:12], predict the reactants needed to synthesize it. The reactants are: C([O-])(O)=O.[Na+].[NH2:6][C@@H:7]([C:11]([OH:13])=[O:12])[C@H:8]([CH3:10])[OH:9].Cl[C:15]([O:17][CH2:18][CH2:19][CH2:20][CH2:21][CH2:22][CH2:23][CH2:24][CH3:25])=[O:16]. (2) The reactants are: Br[CH2:2][CH2:3][CH2:4][C:5]([O:7][CH2:8][CH3:9])=[O:6].[Cl:10][C:11]1[CH:12]=[N:13][CH:14]=[C:15]([Cl:32])[C:16]=1[NH:17][C:18]1[C:27]2[C:22](=[C:23]([OH:30])[C:24]([O:28][CH3:29])=[CH:25][CH:26]=2)[O:21][C:20](=[O:31])[CH:19]=1. Given the product [Cl:10][C:11]1[CH:12]=[N:13][CH:14]=[C:15]([Cl:32])[C:16]=1[NH:17][C:18]1[C:27]2[C:22](=[C:23]([O:30][CH2:2][CH2:3][CH2:4][C:5]([O:7][CH2:8][CH3:9])=[O:6])[C:24]([O:28][CH3:29])=[CH:25][CH:26]=2)[O:21][C:20](=[O:31])[CH:19]=1, predict the reactants needed to synthesize it.